Dataset: Reaction yield outcomes from USPTO patents with 853,638 reactions. Task: Predict the reaction yield, written as a fraction of the theoretical maximum amount of product (1.0 means a 100% yield; for example, 0.34 means a 34% yield). (1) The reactants are [CH3:1][N:2]1[CH2:6][C:5]23[CH:11]([CH2:12][CH2:13][CH:4]2[CH2:3]1)[C:10]1[CH:14]=[CH:15][C:16]([OH:18])=[CH:17][C:9]=1[CH2:8][CH2:7]3.C(N(CC)CC)C.[F:26][C:27]([F:40])([F:39])[S:28](O[S:28]([C:27]([F:40])([F:39])[F:26])(=[O:30])=[O:29])(=[O:30])=[O:29]. The catalyst is C(Cl)Cl. The product is [CH3:1][N:2]1[CH2:6][C:5]23[CH:11]([CH2:12][CH2:13][CH:4]2[CH2:3]1)[C:10]1[CH:14]=[CH:15][C:16]([O:18][S:28]([C:27]([F:40])([F:39])[F:26])(=[O:30])=[O:29])=[CH:17][C:9]=1[CH2:8][CH2:7]3. The yield is 0.850. (2) The reactants are [F:1][C:2]([F:33])([F:32])[O:3][C:4]1[CH:31]=[CH:30][C:7]([CH2:8][N:9]([C:16]2[N:17]=[C:18]3[CH:23]=[C:22]([C:24]([F:27])([F:26])[F:25])[CH:21]=[CH:20][N:19]3[C:28]=2[CH3:29])[S:10]([CH2:13][CH2:14]O)(=[O:12])=[O:11])=[CH:6][CH:5]=1.C(Br)(Br)(Br)[Br:35].C1(P(C2C=CC=CC=2)C2C=CC=CC=2)C=CC=CC=1. The catalyst is C(Cl)Cl. The product is [F:1][C:2]([F:33])([F:32])[O:3][C:4]1[CH:31]=[CH:30][C:7]([CH2:8][N:9]([C:16]2[N:17]=[C:18]3[CH:23]=[C:22]([C:24]([F:27])([F:26])[F:25])[CH:21]=[CH:20][N:19]3[C:28]=2[CH3:29])[S:10]([CH2:13][CH2:14][Br:35])(=[O:12])=[O:11])=[CH:6][CH:5]=1. The yield is 0.290. (3) The reactants are [CH2:1]([N:4]1[CH2:9][CH2:8][N:7](C(OC(C)(C)C)=O)[CH2:6][CH2:5]1)[C:2]#[CH:3]. The catalyst is FC(F)(F)C(O)=O.O. The product is [CH2:1]([N:4]1[CH2:9][CH2:8][NH:7][CH2:6][CH2:5]1)[C:2]#[CH:3]. The yield is 0.620. (4) The reactants are [CH2:1]([S:3][C:4]1[NH:9][C:8](=[O:10])[CH:7]=[C:6]([CH3:11])[N:5]=1)[CH3:2].Br[CH2:13][C:14]1[CH:19]=[CH:18][C:17]([C:20]2[C:21]([C:26]#[N:27])=[CH:22][CH:23]=[CH:24][CH:25]=2)=[CH:16][CH:15]=1.C(=O)([O-])[O-].[K+].[K+]. The catalyst is C(#N)C. The product is [CH2:1]([S:3][C:4]1[N:9]([CH2:13][C:14]2[CH:15]=[CH:16][C:17]([C:20]3[C:21]([C:26]#[N:27])=[CH:22][CH:23]=[CH:24][CH:25]=3)=[CH:18][CH:19]=2)[C:8](=[O:10])[CH:7]=[C:6]([CH3:11])[N:5]=1)[CH3:2]. The yield is 0.300. (5) The reactants are [N:1]1([C:7]2[C:8]3[N:16]=[CH:15][C:14]([Cl:17])=[CH:13][C:9]=3[N:10]=[CH:11][N:12]=2)[CH2:6][CH2:5][NH:4][CH2:3][CH2:2]1.[Cl:18][C:19]1[CH:20]=[C:21]([N:25]=[C:26]=[O:27])[CH:22]=[CH:23][CH:24]=1. The catalyst is ClCCl. The product is [Cl:18][C:19]1[CH:20]=[C:21]([NH:25][C:26]([CH:2]2[CH2:3][NH:4][CH2:5][CH2:6][N:1]2[C:7]2[C:8]3[N:16]=[CH:15][C:14]([Cl:17])=[CH:13][C:9]=3[N:10]=[CH:11][N:12]=2)=[O:27])[CH:22]=[CH:23][CH:24]=1. The yield is 0.990. (6) The reactants are C(N(CC)CC)C.Cl[C:9]1[N:14]=[CH:13][N:12]=[C:11]([C:15]2([CH3:46])[C:23]3[C:18](=[CH:19][C:20]([C:24]4[CH:25]=[N:26][N:27]([CH:29]5[CH2:34][CH2:33][CH2:32][CH2:31][O:30]5)[CH:28]=4)=[CH:21][CH:22]=3)[C:17](=[O:35])[N:16]2[C@@H:36]([C:38]2[CH:43]=[CH:42][C:41]([O:44][CH3:45])=[CH:40][CH:39]=2)[CH3:37])[C:10]=1[F:47].[H][H]. The catalyst is C(OCC)(=O)C.[OH-].[OH-].[Pd+2].ClC1N=CN=C(C2(C)C3C(=CC(C4C=NN(C5CCCCO5)C=4)=CC=3)C(=O)N2[C@@H](C2C=CC(OC)=CC=2)C)C=1F. The product is [F:47][C:10]1[C:11]([C:15]2([CH3:46])[C:23]3[C:18](=[CH:19][C:20]([C:24]4[CH:25]=[N:26][N:27]([CH:29]5[CH2:34][CH2:33][CH2:32][CH2:31][O:30]5)[CH:28]=4)=[CH:21][CH:22]=3)[C:17](=[O:35])[N:16]2[C@@H:36]([C:38]2[CH:39]=[CH:40][C:41]([O:44][CH3:45])=[CH:42][CH:43]=2)[CH3:37])=[N:12][CH:13]=[N:14][CH:9]=1. The yield is 1.02. (7) The reactants are [Cl:1][CH2:2][CH2:3][O:4][C:5]1[CH:33]=[CH:32][C:8]([C:9]([CH:11]2[C:19](=[O:20])[C:18]3[C:13](=[CH:14][CH:15]=[CH:16][C:17]=3[NH:21][C:22]([NH:24][N:25]3[CH2:30][CH2:29][O:28][CH2:27][CH2:26]3)=[O:23])[C:12]2=O)=O)=[CH:7][CH:6]=1.O.[NH2:35][NH2:36].CC(O)=O. The catalyst is CCO. The product is [Cl:1][CH2:2][CH2:3][O:4][C:5]1[CH:33]=[CH:32][C:8]([C:9]2[NH:36][N:35]=[C:12]3[C:13]4[C:18]([C:19](=[O:20])[C:11]=23)=[C:17]([NH:21][C:22]([NH:24][N:25]2[CH2:30][CH2:29][O:28][CH2:27][CH2:26]2)=[O:23])[CH:16]=[CH:15][CH:14]=4)=[CH:7][CH:6]=1. The yield is 0.610. (8) The reactants are Br[CH2:2][CH2:3][OH:4].Cl.[F:6][CH2:7][C@@H:8]1[CH2:12][CH2:11][NH:10][CH2:9]1.C([O-])([O-])=O.[K+].[K+]. The catalyst is C(#N)C. The product is [F:6][CH2:7][C@@H:8]1[CH2:12][CH2:11][N:10]([CH2:2][CH2:3][OH:4])[CH2:9]1. The yield is 0.570. (9) The reactants are Br[C:2]1[CH:3]=[C:4]([CH3:12])[C:5]2[N:9]=[C:8]([CH3:10])[NH:7][C:6]=2[CH:11]=1.[C:13]([O-])([O-:15])=[O:14].[Na+].[Na+]. The catalyst is O1CCOCC1.O.CC1C(P(C2C([CH2-])=CC=CC=2)C2C(C)=CC=CC=2)=CC=CC=1.CC1C(P(C2C([CH2-])=CC=CC=2)C2C(C)=CC=CC=2)=CC=CC=1.CC(O)=O.CC(O)=O.[Pd].[Pd].[C-]#[O+].[C-]#[O+].[C-]#[O+].[C-]#[O+].[C-]#[O+].[C-]#[O+].[Mo]. The product is [CH3:10][C:8]1[NH:7][C:6]2[CH:11]=[C:2]([C:13]([OH:15])=[O:14])[CH:3]=[C:4]([CH3:12])[C:5]=2[N:9]=1. The yield is 0.570.